From a dataset of Catalyst prediction with 721,799 reactions and 888 catalyst types from USPTO. Predict which catalyst facilitates the given reaction. (1) Reactant: [Br:1]Br.[NH2:3][C:4]1[C:12]([F:13])=[CH:11][CH:10]=[CH:9][C:5]=1[C:6]([OH:8])=[O:7]. Product: [BrH:1].[NH2:3][C:4]1[C:12]([F:13])=[CH:11][C:10]([Br:1])=[CH:9][C:5]=1[C:6]([OH:8])=[O:7]. The catalyst class is: 22. (2) Reactant: [S:1]1[C:5]2[CH:6]=[CH:7][CH:8]=[CH:9][C:4]=2[N:3]=[C:2]1[C:10]1[CH:11]=[C:12]2[C:17](=[CH:18][C:19]=1[NH:20][C:21](=[O:23])[CH3:22])[CH2:16][N:15]([CH2:24][CH3:25])[CH2:14][CH2:13]2.[ClH:26]. Product: [Cl-:26].[C:21]([NH:20][C:19]1[CH:18]=[C:17]2[C:12]([CH2:13][CH2:14][NH+:15]([CH2:24][CH3:25])[CH2:16]2)=[CH:11][C:10]=1[C:2]1[S:1][C:5]2[CH:6]=[CH:7][CH:8]=[CH:9][C:4]=2[N:3]=1)(=[O:23])[CH3:22]. The catalyst class is: 13. (3) Reactant: Br[C:2]1[CH:22]=[C:21]([CH3:23])[CH:20]=[CH:19][C:3]=1[O:4][C:5]1[C:14]2[C:9](=[CH:10][C:11]([O:17][CH3:18])=[C:12]([O:15][CH3:16])[CH:13]=2)[N:8]=[CH:7][CH:6]=1.C([Li])CCC.CCCCCC.[CH:35]1([C:41](Cl)=[O:42])[CH2:40][CH2:39][CH2:38][CH2:37][CH2:36]1.O. Product: [CH:35]1([C:41]([C:2]2[CH:22]=[C:21]([CH3:23])[CH:20]=[CH:19][C:3]=2[O:4][C:5]2[C:14]3[C:9](=[CH:10][C:11]([O:17][CH3:18])=[C:12]([O:15][CH3:16])[CH:13]=3)[N:8]=[CH:7][CH:6]=2)=[O:42])[CH2:40][CH2:39][CH2:38][CH2:37][CH2:36]1. The catalyst class is: 7. (4) Reactant: Cl.[F:2][C:3]1[C:8]([F:9])=[CH:7][CH:6]=[CH:5][C:4]=1[C@H:10]1[CH2:16][N:15]2[C:17]([CH3:20])=[N:18][CH:19]=[C:14]2[C@H:13]([NH:21]C(=O)OC(C)(C)C)[CH2:12][CH2:11]1. Product: [F:2][C:3]1[C:8]([F:9])=[CH:7][CH:6]=[CH:5][C:4]=1[C@H:10]1[CH2:16][N:15]2[C:17]([CH3:20])=[N:18][CH:19]=[C:14]2[C@H:13]([NH2:21])[CH2:12][CH2:11]1. The catalyst class is: 4. (5) Reactant: Br[C:2]1[C:7]([CH3:8])=[C:6]([Cl:9])[CH:5]=[CH:4][N:3]=1.[CH:10]1([CH:13]=[O:14])[CH2:12][CH2:11]1.O. Product: [Cl:9][C:6]1[CH:5]=[CH:4][N:3]=[C:2]([CH:13]([CH:10]2[CH2:12][CH2:11]2)[OH:14])[C:7]=1[CH3:8]. The catalyst class is: 1. (6) Reactant: [NH:1]1[C:5]2=[N:6][CH:7]=[CH:8][CH:9]=[C:4]2[C:3]([C:10]([C:12]2[CH:13]=[N:14][C:15]([O:18][CH2:19][C:20]3[CH:25]=[CH:24][CH:23]=[C:22]([C:26]([F:29])([F:28])[F:27])[CH:21]=3)=[CH:16][CH:17]=2)=[O:11])=[CH:2]1.[BH4-].[Na+]. Product: [NH:1]1[C:5]2=[N:6][CH:7]=[CH:8][CH:9]=[C:4]2[C:3]([CH:10]([C:12]2[CH:13]=[N:14][C:15]([O:18][CH2:19][C:20]3[CH:25]=[CH:24][CH:23]=[C:22]([C:26]([F:27])([F:29])[F:28])[CH:21]=3)=[CH:16][CH:17]=2)[OH:11])=[CH:2]1. The catalyst class is: 8. (7) Reactant: C(O[CH:4]([O:8][CH2:9][CH3:10])[O:5][CH2:6][CH3:7])C.[Cl:11][CH2:12][C:13](=[O:15])[CH3:14].CCN(C(C)C)C(C)C.C(=O)(O)[O-].[Na+]. Product: [Cl:11][CH:12]([CH:4]([O:5][CH2:6][CH3:7])[O:8][CH2:9][CH3:10])[C:13](=[O:15])[CH3:14]. The catalyst class is: 2.